This data is from Full USPTO retrosynthesis dataset with 1.9M reactions from patents (1976-2016). The task is: Predict the reactants needed to synthesize the given product. (1) The reactants are: [NH:1]([C:8](=[O:29])[C:9]([C:20]1[CH:28]=[CH:27][C:23]([C:24]([OH:26])=O)=[CH:22][CH:21]=1)([C:11]([NH:13][C:14]1[CH:19]=[CH:18][CH:17]=[CH:16][CH:15]=1)=[O:12])[OH:10])[C:2]1[CH:7]=[CH:6][CH:5]=[CH:4][CH:3]=1.CCN=C=NCCCN(C)C.[CH:41]1[CH:42]=[CH:43][C:44]2[N:49](O)N=[N:47][C:45]=2[CH:46]=1.C1(N)C=CC=CC=1N. Given the product [NH2:47][C:45]1[CH:46]=[CH:41][CH:42]=[CH:43][C:44]=1[NH:49][C:24]([C:23]1[CH:27]=[CH:28][C:20]([C:9]([OH:10])([C:8]([NH:1][C:2]2[CH:3]=[CH:4][CH:5]=[CH:6][CH:7]=2)=[O:29])[C:11]([NH:13][C:14]2[CH:15]=[CH:16][CH:17]=[CH:18][CH:19]=2)=[O:12])=[CH:21][CH:22]=1)=[O:26], predict the reactants needed to synthesize it. (2) Given the product [C:29]([O:33][C:34]([N:19]1[C:20]2[C:25](=[CH:24][CH:23]=[C:22]([Cl:26])[CH:21]=2)/[C:17](=[CH:16]/[C:9]2[CH:10]=[C:11]([Cl:15])[C:12]([F:14])=[CH:13][C:8]=2[O:7][C:4]([C:3]([O:2][CH3:1])=[O:28])([CH3:6])[CH3:5])/[C:18]1=[O:27])=[O:35])([CH3:32])([CH3:31])[CH3:30], predict the reactants needed to synthesize it. The reactants are: [CH3:1][O:2][C:3](=[O:28])[C:4]([O:7][C:8]1[CH:13]=[C:12]([F:14])[C:11]([Cl:15])=[CH:10][C:9]=1/[CH:16]=[C:17]1\[C:18](=[O:27])[NH:19][C:20]2[C:25]\1=[CH:24][CH:23]=[C:22]([Cl:26])[CH:21]=2)([CH3:6])[CH3:5].[C:29]([O:33][C:34](O[C:34]([O:33][C:29]([CH3:32])([CH3:31])[CH3:30])=[O:35])=[O:35])([CH3:32])([CH3:31])[CH3:30]. (3) Given the product [NH:26]1[C:30]2[CH:31]=[CH:32][C:33]([N:35]3[CH:39]([C:40]4[CH:45]=[C:44]([F:46])[C:43]([F:47])=[CH:42][C:41]=4[F:48])[C:38]([CH3:49])=[C:37]([O:50][CH3:3])[C:36]3=[O:51])=[CH:34][C:29]=2[N:28]=[CH:27]1, predict the reactants needed to synthesize it. The reactants are: [OH-].[K+].[CH3:3]C1C=CC(S(N(N=O)C)(=O)=O)=CC=1.C(O)CO.CCOCC.[NH:26]1[C:30]2[CH:31]=[CH:32][C:33]([N:35]3[CH:39]([C:40]4[CH:45]=[C:44]([F:46])[C:43]([F:47])=[CH:42][C:41]=4[F:48])[C:38]([CH3:49])=[C:37]([OH:50])[C:36]3=[O:51])=[CH:34][C:29]=2[N:28]=[CH:27]1. (4) The reactants are: N(C(OCC)=O)=NC(OCC)=O.[OH:13][C:14]1[CH:15]=[C:16]([CH:19]=[CH:20][CH:21]=1)[CH:17]=[O:18].[CH2:22]([O:29][C:30](=[O:36])[NH:31][CH2:32][CH2:33][CH2:34]O)[C:23]1[CH:28]=[CH:27][CH:26]=[CH:25][CH:24]=1.C1(P(C2C=CC=CC=2)C2C=CC=CC=2)C=CC=CC=1. Given the product [CH2:22]([O:29][C:30](=[O:36])[NH:31][CH2:32][CH2:33][CH2:34][O:13][C:14]1[CH:21]=[CH:20][CH:19]=[C:16]([CH:17]=[O:18])[CH:15]=1)[C:23]1[CH:28]=[CH:27][CH:26]=[CH:25][CH:24]=1, predict the reactants needed to synthesize it. (5) The reactants are: Cl.[CH:2]1([CH2:8][O:9][CH2:10][CH2:11][C:12]([O:14]C(C)(C)C)=[O:13])[CH2:7][CH2:6][CH2:5][CH2:4][CH2:3]1. Given the product [CH:2]1([CH2:8][O:9][CH2:10][CH2:11][C:12]([OH:14])=[O:13])[CH2:7][CH2:6][CH2:5][CH2:4][CH2:3]1, predict the reactants needed to synthesize it. (6) Given the product [OH:14][C:13]1[C:12]([OH:16])=[N:1][C:2]2[C:7](=[CH:6][CH:5]=[CH:4][C:3]=2[N+:9]([O-:11])=[O:10])[N:8]=1, predict the reactants needed to synthesize it. The reactants are: [NH2:1][C:2]1[C:7]([NH2:8])=[CH:6][CH:5]=[CH:4][C:3]=1[N+:9]([O-:11])=[O:10].[C:12](O)(=[O:16])[C:13](O)=[O:14]. (7) The reactants are: [F:1][C:2]([F:31])([F:30])[C:3]1[CH:4]=[C:5]([NH:13][C:14](SC)=[C:15]([S:18]([C:21]2[CH:26]=[CH:25][C:24]([Cl:27])=[CH:23][CH:22]=2)(=[O:20])=[O:19])[C:16]#[N:17])[CH:6]=[C:7]([C:9]([F:12])([F:11])[F:10])[CH:8]=1.[CH3:32][C:33]([NH2:37])([CH3:36])[CH2:34][CH3:35]. Given the product [F:31][C:2]([F:30])([F:1])[C:3]1[CH:4]=[C:5]([NH:13][C:14]([NH:37][C:33]([CH3:36])([CH3:32])[CH2:34][CH3:35])=[C:15]([S:18]([C:21]2[CH:22]=[CH:23][C:24]([Cl:27])=[CH:25][CH:26]=2)(=[O:19])=[O:20])[C:16]#[N:17])[CH:6]=[C:7]([C:9]([F:11])([F:10])[F:12])[CH:8]=1, predict the reactants needed to synthesize it. (8) Given the product [Cl:29][C:30]1[CH:35]=[CH:34][CH:33]=[C:32]([Cl:36])[C:31]=1[NH:37][C:38]([N:1]1[C:9]2[C:4](=[CH:5][C:6]([NH:10][C:11]([C:13]3[O:17][C:16]([N:18]4[CH2:23][CH2:22][CH2:21][CH:20]([CH3:24])[CH2:19]4)=[N:15][C:14]=3[C:25]([F:27])([F:28])[F:26])=[O:12])=[CH:7][CH:8]=2)[CH:3]=[CH:2]1)=[O:39], predict the reactants needed to synthesize it. The reactants are: [NH:1]1[C:9]2[C:4](=[CH:5][C:6]([NH:10][C:11]([C:13]3[O:17][C:16]([N:18]4[CH2:23][CH2:22][CH2:21][CH:20]([CH3:24])[CH2:19]4)=[N:15][C:14]=3[C:25]([F:28])([F:27])[F:26])=[O:12])=[CH:7][CH:8]=2)[CH:3]=[CH:2]1.[Cl:29][C:30]1[CH:35]=[CH:34][CH:33]=[C:32]([Cl:36])[C:31]=1[N:37]=[C:38]=[O:39].C(=O)([O-])[O-].[K+].[K+]. (9) Given the product [NH2:3][C@@:2]([C:8]1[CH:17]=[CH:16][C:15]2[C:10](=[CH:11][CH:12]=[C:13]([O:18][C@H:19]3[CH2:24][CH2:23][C@@H:22]([C:25]([F:26])([F:27])[F:28])[CH2:21][CH2:20]3)[CH:14]=2)[CH:9]=1)([CH3:1])[CH2:6][OH:5], predict the reactants needed to synthesize it. The reactants are: [CH3:1][C@@:2]1([C:8]2[CH:17]=[CH:16][C:15]3[C:10](=[CH:11][CH:12]=[C:13]([O:18][C@H:19]4[CH2:24][CH2:23][C@@H:22]([C:25]([F:28])([F:27])[F:26])[CH2:21][CH2:20]4)[CH:14]=3)[CH:9]=2)[CH2:6][O:5]C(=O)[NH:3]1.[OH-].[Li+].C(O)C. (10) Given the product [CH2:24]([O:23][C:21]([C@:14]1([F:13])[C@@H:19]2[C@H:15]1[CH2:16][CH:17]=[C:18]2[C:48]([O:47][CH2:51][C:11]1[CH:10]=[CH:12][CH:3]=[CH:2][CH:1]=1)=[O:34])=[O:22])[CH3:25], predict the reactants needed to synthesize it. The reactants are: [CH2:1]([Li])[CH2:2][CH2:3]C.C(N[CH:10]([CH3:12])[CH3:11])(C)C.[F:13][C@@:14]1([C:21]([O:23][CH2:24][CH3:25])=[O:22])[C@@H:19]2[C@H:15]1[CH2:16][CH2:17][C:18]2=O.C1C=CC(N(S(C(F)(F)F)(=O)=O)S(C(F)(F)F)(=O)=[O:34])=CC=1.[O:47]1[CH2:51]CC[CH2:48]1.